From a dataset of Forward reaction prediction with 1.9M reactions from USPTO patents (1976-2016). Predict the product of the given reaction. (1) Given the reactants Br[C:2]1[CH:3]=[C:4]([N+:9]([O-:11])=[O:10])[CH:5]=[CH:6][C:7]=1[F:8].C([Sn](CCCC)(CCCC)[C:17]([O:19]CC)=[CH2:18])CCC, predict the reaction product. The product is: [F:8][C:7]1[CH:6]=[CH:5][C:4]([N+:9]([O-:11])=[O:10])=[CH:3][C:2]=1[C:17](=[O:19])[CH3:18]. (2) Given the reactants [Li][CH2:2][CH2:3][CH2:4][CH3:5].C1([S:12]([N:15]2[CH:19]=[CH:18][C:17]([CH3:20])=[N:16]2)(=[O:14])=[O:13])C=CC=CC=1.Cl[C:22]([Cl:28])(Cl)[C:23](Cl)(Cl)Cl.[NH4+].[Cl-:30], predict the reaction product. The product is: [Cl:30][C:19]1[N:15]([S:12]([C:23]2[CH:5]=[CH:4][CH:3]=[CH:2][C:22]=2[Cl:28])(=[O:13])=[O:14])[N:16]=[C:17]([CH3:20])[CH:18]=1. (3) The product is: [Br:1][C:2]1[CH:3]=[N:4][C:5]2[CH:6]=[CH:7][C:8](=[O:17])[N:9]3[C@H:14]([CH2:16][OH:15])[CH2:13][O:12][C:11]=1[C:10]=23. Given the reactants [Br:1][C:2]1[C:11]([O:12][CH2:13][C@@H:14]2[CH2:16][O:15]2)=[C:10]2[C:5]([CH:6]=[CH:7][C:8]([O:17]C)=[N:9]2)=[N:4][CH:3]=1.FC(F)(F)S([O-])(=O)=O.[Yb+3].FC(F)(F)S([O-])(=O)=O.FC(F)(F)S([O-])(=O)=O.C(=O)([O-])O.[Na+], predict the reaction product. (4) Given the reactants Br[CH2:2][CH2:3][C:4]1[CH:9]=[CH:8][C:7]([N+:10]([O-:12])=[O:11])=[CH:6][CH:5]=1.[NH2:13][CH2:14][CH2:15][OH:16].C(N(CC)CC)C, predict the reaction product. The product is: [N+:10]([C:7]1[CH:8]=[CH:9][C:4]([CH2:3][CH2:2][NH:13][CH2:14][CH2:15][OH:16])=[CH:5][CH:6]=1)([O-:12])=[O:11]. (5) The product is: [Br:1][C:2]1[CH:3]=[C:4]([CH:9]=[CH:10][C:11]=1[O:21][C:16]1[CH:17]=[CH:18][C:19]([Cl:20])=[C:14]([Cl:13])[CH:15]=1)[C:5]([OH:7])=[O:6]. Given the reactants [Br:1][C:2]1[CH:3]=[C:4]([CH:9]=[CH:10][C:11]=1F)[C:5]([O:7]C)=[O:6].[Cl:13][C:14]1[CH:15]=[C:16]([OH:21])[CH:17]=[CH:18][C:19]=1[Cl:20].C(=O)([O-])[O-].[Cs+].[Cs+].[OH-].[Na+], predict the reaction product. (6) Given the reactants [NH2:1][C:2]1[C:10]([I:11])=[CH:9][C:5]([C:6]([OH:8])=[O:7])=[C:4]([O:12][CH3:13])[CH:3]=1.N([O-])=O.[Na+].[N-:18]=[N+:19]=[N-].[Na+], predict the reaction product. The product is: [N:1]([C:2]1[C:10]([I:11])=[CH:9][C:5]([C:6]([OH:8])=[O:7])=[C:4]([O:12][CH3:13])[CH:3]=1)=[N+:18]=[N-:19]. (7) Given the reactants [O:1]1[CH:5]=[CH:4][C:3]([C@@H:6]([C:23]2[CH:28]=[CH:27][CH:26]=[C:25]([O:29][CH2:30][C:31]3[CH:36]=[CH:35][CH:34]=[CH:33][CH:32]=3)[CH:24]=2)[CH2:7][C:8](N2[C@H](CC3C=CC=CC=3)COC2=O)=[O:9])=[N:2]1.[OH:37]O.[Li+].[OH-].Cl, predict the reaction product. The product is: [O:1]1[CH:5]=[CH:4][C:3]([C@@H:6]([C:23]2[CH:28]=[CH:27][CH:26]=[C:25]([O:29][CH2:30][C:31]3[CH:36]=[CH:35][CH:34]=[CH:33][CH:32]=3)[CH:24]=2)[CH2:7][C:8]([OH:9])=[O:37])=[N:2]1.